Predict the reactants needed to synthesize the given product. From a dataset of Full USPTO retrosynthesis dataset with 1.9M reactions from patents (1976-2016). (1) Given the product [F:11][C:10]1[CH:9]=[C:8]([S:12]([NH:13][CH3:14])(=[O:16])=[O:15])[CH:7]=[C:3]([C:4]([N:28]2[CH2:27][CH2:26][N:25]([C:22]3[CH:21]=[CH:20][C:19]([C:18]([F:31])([F:32])[F:17])=[CH:24][CH:23]=3)[CH2:30][CH2:29]2)=[O:6])[C:2]=1[F:1], predict the reactants needed to synthesize it. The reactants are: [F:1][C:2]1[C:10]([F:11])=[CH:9][C:8]([S:12](=[O:16])(=[O:15])[NH:13][CH3:14])=[CH:7][C:3]=1[C:4]([OH:6])=O.[F:17][C:18]([F:32])([F:31])[C:19]1[CH:24]=[CH:23][C:22]([N:25]2[CH2:30][CH2:29][NH:28][CH2:27][CH2:26]2)=[CH:21][CH:20]=1. (2) Given the product [O:53]1[CH2:57][CH2:56][O:55][CH:54]1[C:58]1[CH:59]=[C:60]([C:64]2[N:65]=[C:10]([C:8]3[CH:7]=[CH:6][C:5]([C:13]4[CH:18]=[CH:17][CH:16]=[CH:15][C:14]=4[CH3:19])=[C:4]([CH2:3][O:2][CH3:1])[CH:9]=3)[O:12][N:66]=2)[CH:61]=[CH:62][CH:63]=1, predict the reactants needed to synthesize it. The reactants are: [CH3:1][O:2][CH2:3][C:4]1[CH:9]=[C:8]([C:10]([OH:12])=O)[CH:7]=[CH:6][C:5]=1[C:13]1[CH:18]=[CH:17][CH:16]=[CH:15][C:14]=1[CH3:19].CCN(C(C)C)C(C)C.CN(C(ON1N=NC2C=CC=NC1=2)=[N+](C)C)C.F[P-](F)(F)(F)(F)F.[O:53]1[CH2:57][CH2:56][O:55][CH:54]1[C:58]1[CH:59]=[C:60]([C:64](=[N:66]O)[NH2:65])[CH:61]=[CH:62][CH:63]=1. (3) Given the product [C:1]([O:5][C:6](=[O:7])[NH:8][C@@H:9]1[CH2:14][CH2:13][CH2:12][CH2:11][C@@H:10]1[C:15](=[O:17])[NH:21][CH2:20][C:19]([F:23])([F:22])[F:18])([CH3:2])([CH3:3])[CH3:4], predict the reactants needed to synthesize it. The reactants are: [C:1]([O:5][C:6]([NH:8][C@H:9]1[CH2:14][CH2:13][CH2:12][CH2:11][C@H:10]1[C:15]([OH:17])=O)=[O:7])([CH3:4])([CH3:3])[CH3:2].[F:18][C:19]([F:23])([F:22])[CH2:20][NH2:21].C1C=CC2N(O)N=NC=2C=1.CCN(C(C)C)C(C)C.C(Cl)CCl. (4) Given the product [Si:21]([O:28][C:29]1[CH:30]=[CH:31][C:32]([CH:35]2[CH2:40][CH2:39][C:38]([C:2]3[CH:7]=[CH:6][C:5]([O:8][CH2:9][O:10][CH3:11])=[CH:4][C:3]=3[O:12][CH2:13][O:14][CH3:15])([OH:41])[CH2:37][CH2:36]2)=[CH:33][CH:34]=1)([C:24]([CH3:27])([CH3:26])[CH3:25])([CH3:23])[CH3:22], predict the reactants needed to synthesize it. The reactants are: Br[C:2]1[CH:7]=[CH:6][C:5]([O:8][CH2:9][O:10][CH3:11])=[CH:4][C:3]=1[O:12][CH2:13][O:14][CH3:15].C([Li])CCC.[Si:21]([O:28][C:29]1[CH:34]=[CH:33][C:32]([CH:35]2[CH2:40][CH2:39][C:38](=[O:41])[CH2:37][CH2:36]2)=[CH:31][CH:30]=1)([C:24]([CH3:27])([CH3:26])[CH3:25])([CH3:23])[CH3:22]. (5) Given the product [C:32]([O:36][C:37]([N:39]1[CH2:43][C@H:42]([C:44]2[CH:49]=[CH:48][CH:47]=[CH:46][CH:45]=2)[C@@H:41]([CH2:50][N:19]2[CH2:18][CH2:17][C:14]3([NH:13][C:12](=[O:22])[N:11]([CH2:10][C:9]4[CH:8]=[CH:7][C:6]([S:3]([CH3:2])(=[O:5])=[O:4])=[CH:24][CH:23]=4)[C:15]3=[O:16])[CH2:21][CH2:20]2)[CH2:40]1)=[O:38])([CH3:35])([CH3:33])[CH3:34], predict the reactants needed to synthesize it. The reactants are: Cl.[CH3:2][S:3]([C:6]1[CH:24]=[CH:23][C:9]([CH2:10][N:11]2[C:15](=[O:16])[C:14]3([CH2:21][CH2:20][NH:19][CH2:18][CH2:17]3)[NH:13][C:12]2=[O:22])=[CH:8][CH:7]=1)(=[O:5])=[O:4].C(N(CC)CC)C.[C:32]([O:36][C:37]([N:39]1[CH2:43][C@H:42]([C:44]2[CH:49]=[CH:48][CH:47]=[CH:46][CH:45]=2)[C@@H:41]([CH:50]=O)[CH2:40]1)=[O:38])([CH3:35])([CH3:34])[CH3:33].C(O[BH-](OC(=O)C)OC(=O)C)(=O)C.[Na+].